This data is from Catalyst prediction with 721,799 reactions and 888 catalyst types from USPTO. The task is: Predict which catalyst facilitates the given reaction. (1) Reactant: CN(C(ON1N=NC2C=CC=NC1=2)=[N+](C)C)C.F[P-](F)(F)(F)(F)F.C(N(CC)C(C)C)(C)C.[CH2:34]([O:41][C:42]([NH:44][CH2:45][CH2:46][CH2:47][C@@H:48]([C:57]([OH:59])=O)[NH:49][C:50]([O:52][C:53]([CH3:56])([CH3:55])[CH3:54])=[O:51])=[O:43])[C:35]1[CH:40]=[CH:39][CH:38]=[CH:37][CH:36]=1.Cl.[NH2:61][CH2:62][CH2:63][CH2:64][C@H:65]([NH:83][C:84](=[O:93])[O:85][CH2:86][C:87]1[CH:92]=[CH:91][CH:90]=[CH:89][CH:88]=1)[CH2:66][C:67]([NH:69][CH2:70][CH2:71][NH:72][C:73]([O:75][CH2:76][C:77]1[CH:82]=[CH:81][CH:80]=[CH:79][CH:78]=1)=[O:74])=[O:68]. Product: [CH2:86]([O:85][C:84]([NH:83][C@@H:65]([CH2:64][CH2:63][CH2:62][NH:61][C:57](=[O:59])[C@H:48]([CH2:47][CH2:46][CH2:45][NH:44][C:42]([O:41][CH2:34][C:35]1[CH:36]=[CH:37][CH:38]=[CH:39][CH:40]=1)=[O:43])[NH:49][C:50]([O:52][C:53]([CH3:54])([CH3:55])[CH3:56])=[O:51])[CH2:66][C:67]([NH:69][CH2:70][CH2:71][NH:72][C:73](=[O:74])[O:75][CH2:76][C:77]1[CH:82]=[CH:81][CH:80]=[CH:79][CH:78]=1)=[O:68])=[O:93])[C:87]1[CH:88]=[CH:89][CH:90]=[CH:91][CH:92]=1. The catalyst class is: 3. (2) Reactant: Cl[C:2]1[N:10]=[C:9]2[C:5]([N:6]=[C:7]([CH2:12][N:13]3[CH2:16][CH:15]([N:17]4[CH2:22][CH2:21][S:20](=[O:24])(=[O:23])[CH2:19][CH2:18]4)[CH2:14]3)[N:8]2[CH3:11])=[C:4]([N:25]2[CH2:30][CH2:29][O:28][CH2:27][CH2:26]2)[N:3]=1.[CH3:31][C:32]1[NH:33][C:34]2[CH:40]=[CH:39][CH:38]=[CH:37][C:35]=2[N:36]=1.CC(C1C=C(C(C)C)C(C2C=CC=CC=2P(C2CCCCC2)C2CCCCC2)=C(C(C)C)C=1)C.C([O-])([O-])=O.[Cs+].[Cs+]. Product: [CH3:31][C:32]1[N:36]([C:2]2[N:10]=[C:9]3[C:5]([N:6]=[C:7]([CH2:12][N:13]4[CH2:14][CH:15]([N:17]5[CH2:18][CH2:19][S:20](=[O:24])(=[O:23])[CH2:21][CH2:22]5)[CH2:16]4)[N:8]3[CH3:11])=[C:4]([N:25]3[CH2:26][CH2:27][O:28][CH2:29][CH2:30]3)[N:3]=2)[C:35]2[CH:37]=[CH:38][CH:39]=[CH:40][C:34]=2[N:33]=1. The catalyst class is: 62. (3) Reactant: [Cl:1][C:2]1[CH:3]=[C:4]([NH:8][C:9]2[N:14]=[CH:13][C:12]([CH:15]=O)=[C:11]([CH:17]([CH3:19])[CH3:18])[CH:10]=2)[CH:5]=[CH:6][CH:7]=1.[F:20][C:21]1([F:27])[CH2:26][CH2:25][NH:24][CH2:23][CH2:22]1.CO.C([BH3-])#N.[Na+]. Product: [ClH:1].[ClH:1].[Cl:1][C:2]1[CH:3]=[C:4]([NH:8][C:9]2[CH:10]=[C:11]([CH:17]([CH3:19])[CH3:18])[C:12]([CH2:15][N:24]3[CH2:25][CH2:26][C:21]([F:27])([F:20])[CH2:22][CH2:23]3)=[CH:13][N:14]=2)[CH:5]=[CH:6][CH:7]=1. The catalyst class is: 15. (4) Reactant: [C:1]([NH:4][CH:5]([CH3:21])[CH2:6][CH2:7][CH:8]1[CH2:13][CH2:12][N:11](C(OC(C)(C)C)=O)[CH2:10][CH2:9]1)(=[O:3])[CH3:2].[ClH:22].C(OCC)(=O)C. Product: [ClH:22].[CH3:21][CH:5]([NH:4][C:1](=[O:3])[CH3:2])[CH2:6][CH2:7][CH:8]1[CH2:9][CH2:10][NH:11][CH2:12][CH2:13]1. The catalyst class is: 13. (5) Reactant: [CH2:1]1[CH:10]2[CH:5]([CH2:6][CH2:7][NH:8][CH2:9]2)[CH2:4][CH2:3][N:2]1[C:11]([O:13][C:14]([CH3:17])([CH3:16])[CH3:15])=[O:12].[Cl:18][CH:19](Br)[CH2:20][CH3:21].C([O-])([O-])=O.[K+].[K+]. Product: [Cl:18][CH2:19][CH2:20][CH2:21][N:8]1[CH2:9][CH:10]2[CH:5]([CH2:4][CH2:3][N:2]([C:11]([O:13][C:14]([CH3:17])([CH3:16])[CH3:15])=[O:12])[CH2:1]2)[CH2:6][CH2:7]1. The catalyst class is: 21.